Task: Predict the reaction yield, written as a fraction of the theoretical maximum amount of product (1.0 means a 100% yield; for example, 0.34 means a 34% yield).. Dataset: Reaction yield outcomes from USPTO patents with 853,638 reactions (1) The reactants are [Si](O[CH2:9][C@H:10]([CH2:26][CH2:27][CH2:28][O:29]S(C)(=O)=O)[CH2:11][C@H:12]1[CH2:16][O:15][C:14]([CH3:18])([CH3:17])[N:13]1[C:19]([O:21][C:22]([CH3:25])([CH3:24])[CH3:23])=[O:20])(C(C)(C)C)(C)C.O.[F-].C([N+](CC)(CC)CC)C. The catalyst is C1COCC1.CCOC(C)=O. The product is [CH3:17][C:14]1([CH3:18])[N:13]([C:19]([O:21][C:22]([CH3:23])([CH3:24])[CH3:25])=[O:20])[C@@H:12]([CH2:11][C@H:10]2[CH2:26][CH2:27][CH2:28][O:29][CH2:9]2)[CH2:16][O:15]1. The yield is 0.540. (2) The reactants are [CH3:1][C:2]1[NH:3][C:4]2[C:9]([C:10]=1[C:11]([O:13][CH2:14][C:15]1[CH:20]=[CH:19][CH:18]=[CH:17][CH:16]=1)=[O:12])=[CH:8][C:7]([OH:21])=[CH:6][CH:5]=2.[CH2:22]([O:24][C:25](=[O:30])[C:26](Br)([CH3:28])[CH3:27])[CH3:23].C(=O)([O-])[O-].[K+].[K+].[I-].[K+]. The catalyst is C(#N)C. The product is [CH2:14]([O:13][C:11]([C:10]1[C:9]2[C:4](=[CH:5][CH:6]=[C:7]([O:21][C:26]([C:25]([O:24][CH2:22][CH3:23])=[O:30])([CH3:28])[CH3:27])[CH:8]=2)[NH:3][C:2]=1[CH3:1])=[O:12])[C:15]1[CH:16]=[CH:17][CH:18]=[CH:19][CH:20]=1. The yield is 0.480.